From a dataset of Reaction yield outcomes from USPTO patents with 853,638 reactions. Predict the reaction yield, written as a fraction of the theoretical maximum amount of product (1.0 means a 100% yield; for example, 0.34 means a 34% yield). (1) The reactants are [CH3:1][N:2]1[CH2:7][CH2:6][CH:5]([OH:8])[CH2:4][CH2:3]1.[H-].[Na+].Cl[C:12]1[C:13]2[N:21]=[C:20]([Cl:22])[CH:19]=[CH:18][C:14]=2[N:15]=[CH:16][N:17]=1. The catalyst is CN(C=O)C.O. The product is [Cl:22][C:20]1[CH:19]=[CH:18][C:14]2[N:15]=[CH:16][N:17]=[C:12]([O:8][CH:5]3[CH2:6][CH2:7][N:2]([CH3:1])[CH2:3][CH2:4]3)[C:13]=2[N:21]=1. The yield is 0.430. (2) The reactants are [CH3:1][C:2]1[N:10]([C:11]([C:13]2[CH:14]=[CH:15][C:16]([Cl:19])=[CH:17][CH:18]=2)=O)[C:9]2[CH:8]=[CH:7][C:6]([O:20][CH3:21])=[CH:5][C:4]=2[C:3]=1[CH2:22][C:23](O)=[O:24].B(F)(F)F.CCOCC.[BH4-].[Na+]. The catalyst is C1COCC1. The product is [Cl:19][C:16]1[CH:17]=[CH:18][C:13]([CH2:11][N:10]2[C:9]3[C:4](=[CH:5][C:6]([O:20][CH3:21])=[CH:7][CH:8]=3)[C:3]([CH2:22][CH2:23][OH:24])=[C:2]2[CH3:1])=[CH:14][CH:15]=1. The yield is 0.490. (3) The reactants are BrC1C(N2CCN(CC3C=NC=CC=3)CC2)=C2N=C(C3C=CC(CN)=CC=3)NC2=NC=1.[Cl:32][C:33]1[C:34]([N:62]2[CH2:67][CH2:66][N:65]([CH2:68][C:69]3[CH:70]=[N:71][CH:72]=[N:73][CH:74]=3)[CH2:64][CH2:63]2)=[C:35]2[N:41]=[C:40]([C:42]3[CH:61]=[CH:60][C:45]([CH2:46][N:47]4[CH2:52][CH2:51][N:50](C(OC(C)(C)C)=O)[CH2:49][CH2:48]4)=[CH:44][CH:43]=3)[NH:39][C:36]2=[N:37][CH:38]=1.C(O)(C(F)(F)F)=O. The catalyst is C(Cl)Cl. The product is [Cl:32][C:33]1[C:34]([N:62]2[CH2:63][CH2:64][N:65]([CH2:68][C:69]3[CH:70]=[N:71][CH:72]=[N:73][CH:74]=3)[CH2:66][CH2:67]2)=[C:35]2[N:41]=[C:40]([C:42]3[CH:61]=[CH:60][C:45]([CH2:46][N:47]4[CH2:52][CH2:51][NH:50][CH2:49][CH2:48]4)=[CH:44][CH:43]=3)[NH:39][C:36]2=[N:37][CH:38]=1. The yield is 0.560. (4) The reactants are Br[C:2]1[CH:3]=[C:4]([O:18][CH3:19])[CH:5]=[C:6]2[C:11]=1[O:10][C:9]([C:12]([O:14][CH2:15][CH3:16])=[O:13])=[CH:8][C:7]2=[O:17].C1(P(C2C=CC=CC=2)C2C=CC3C(=CC=CC=3)C=2C2C3C(=CC=CC=3)C=CC=2P(C2C=CC=CC=2)C2C=CC=CC=2)C=CC=CC=1.[CH3:66][N:67]1[CH2:73][CH2:72][CH2:71][NH:70][CH2:69][CH2:68]1.C(=O)([O-])[O-].[Cs+].[Cs+]. The catalyst is C1(C)C=CC=CC=1. The product is [CH2:15]([O:14][C:12]([C:9]1[O:10][C:11]2[C:6]([C:7](=[O:17])[CH:8]=1)=[CH:5][C:4]([O:18][CH3:19])=[CH:3][C:2]=2[N:70]1[CH2:71][CH2:72][CH2:73][N:67]([CH3:66])[CH2:68][CH2:69]1)=[O:13])[CH3:16]. The yield is 0.600. (5) The reactants are [CH3:1][S:2]([C:5]1[CH:23]=[CH:22][C:8]([CH:9]=[C:10]2[C:19]3[C:14](=[CH:15][CH:16]=[CH:17][CH:18]=3)[CH2:13][CH2:12]/[C:11]/2=[N:20]\[OH:21])=[CH:7][CH:6]=1)(=[O:4])=[O:3].[CH2:24]([O:31][CH2:32][C:33](Cl)=[O:34])[C:25]1[CH:30]=[CH:29][CH:28]=[CH:27][CH:26]=1.C(N(CC)CC)C. The catalyst is ClCCl. The product is [CH2:24]([O:31][CH2:32][C:33]([O:21]/[N:20]=[C:11]1/[C:10](=[CH:9][C:8]2[CH:7]=[CH:6][C:5]([S:2]([CH3:1])(=[O:4])=[O:3])=[CH:23][CH:22]=2)[C:19]2[C:14]([CH2:13][CH2:12]/1)=[CH:15][CH:16]=[CH:17][CH:18]=2)=[O:34])[C:25]1[CH:30]=[CH:29][CH:28]=[CH:27][CH:26]=1. The yield is 0.560.